From a dataset of Catalyst prediction with 721,799 reactions and 888 catalyst types from USPTO. Predict which catalyst facilitates the given reaction. (1) Reactant: [N:1]1[CH:6]=[CH:5][C:4](/[CH:7]=[CH:8]/[C:9]([OH:11])=O)=[CH:3][CH:2]=1.C1C=CC2N(O)N=NC=2C=1.[CH2:22]([O:24][C:25](=[O:53])[CH2:26][O:27][C:28]1[CH:33]=[CH:32][CH:31]=[C:30]([CH2:34][CH2:35][CH2:36][NH:37][CH2:38][CH2:39][CH:40]([C:47]2[CH:52]=[CH:51][CH:50]=[CH:49][CH:48]=2)[C:41]2[CH:46]=[CH:45][CH:44]=[CH:43][CH:42]=2)[CH:29]=1)[CH3:23].Cl. Product: [CH2:22]([O:24][C:25](=[O:53])[CH2:26][O:27][C:28]1[CH:33]=[CH:32][CH:31]=[C:30]([CH2:34][CH2:35][CH2:36][N:37]([CH2:38][CH2:39][CH:40]([C:47]2[CH:48]=[CH:49][CH:50]=[CH:51][CH:52]=2)[C:41]2[CH:42]=[CH:43][CH:44]=[CH:45][CH:46]=2)[C:9](=[O:11])/[CH:8]=[CH:7]/[C:4]2[CH:3]=[CH:2][N:1]=[CH:6][CH:5]=2)[CH:29]=1)[CH3:23]. The catalyst class is: 31. (2) Reactant: [OH:1][CH2:2][CH2:3][CH2:4][CH2:5][CH2:6][CH2:7][O:8][C:9]1[C:34]([O:35][CH3:36])=[CH:33][C:12]2[C:13]3[N:18]([CH:19]([C:21]([CH3:26])([CH3:25])[CH2:22][O:23][CH3:24])[CH2:20][C:11]=2[CH:10]=1)[CH:17]=[C:16]([C:27]([O:29]CC)=[O:28])[C:15](=[O:32])[CH:14]=3.[Li+].[OH-].Cl. Product: [OH:1][CH2:2][CH2:3][CH2:4][CH2:5][CH2:6][CH2:7][O:8][C:9]1[C:34]([O:35][CH3:36])=[CH:33][C:12]2[C:13]3[N:18]([CH:19]([C:21]([CH3:26])([CH3:25])[CH2:22][O:23][CH3:24])[CH2:20][C:11]=2[CH:10]=1)[CH:17]=[C:16]([C:27]([OH:29])=[O:28])[C:15](=[O:32])[CH:14]=3. The catalyst class is: 219. (3) Reactant: [N:1]1([C:13]2[CH:18]=[CH:17][C:16]([N:19]3[C:23]4=[N:24][CH:25]=[CH:26][CH:27]=[C:22]4[NH:21][C:20]3=[O:28])=[CH:15][CH:14]=2)[C:5]2=[N:6][C:7]3[C:8](=[N:9][CH:10]=[CH:11][CH:12]=3)[N:4]2[CH2:3][CH2:2]1.I[CH2:30][CH3:31].C(=O)([O-])[O-].[Cs+].[Cs+].O. Product: [N:1]1([C:13]2[CH:18]=[CH:17][C:16]([N:19]3[C:23]4=[N:24][CH:25]=[CH:26][CH:27]=[C:22]4[N:21]([CH2:30][CH3:31])[C:20]3=[O:28])=[CH:15][CH:14]=2)[C:5]2=[N:6][C:7]3[C:8](=[N:9][CH:10]=[CH:11][CH:12]=3)[N:4]2[CH2:3][CH2:2]1. The catalyst class is: 3.